Dataset: Full USPTO retrosynthesis dataset with 1.9M reactions from patents (1976-2016). Task: Predict the reactants needed to synthesize the given product. (1) The reactants are: [CH2:1]([O:3][C:4](=[O:16])[CH2:5][C:6]1[CH:11]=[CH:10][CH:9]=[C:8]([O:12][CH2:13][O:14][CH3:15])[CH:7]=1)[CH3:2].[H-].[Na+].I[CH3:20]. Given the product [CH2:1]([O:3][C:4](=[O:16])[CH:5]([C:6]1[CH:11]=[CH:10][CH:9]=[C:8]([O:12][CH2:13][O:14][CH3:15])[CH:7]=1)[CH3:20])[CH3:2], predict the reactants needed to synthesize it. (2) Given the product [F:1][C:2]([F:13])([F:12])[O:3][C:4]1[CH:11]=[CH:10][C:7]([CH2:8][NH:24][CH2:23][CH2:22][C:18]2[CH:19]=[CH:20][CH:21]=[C:16]([C:15]([F:14])([F:25])[F:26])[CH:17]=2)=[CH:6][CH:5]=1, predict the reactants needed to synthesize it. The reactants are: [F:1][C:2]([F:13])([F:12])[O:3][C:4]1[CH:11]=[CH:10][C:7]([CH:8]=O)=[CH:6][CH:5]=1.[F:14][C:15]([F:26])([F:25])[C:16]1[CH:17]=[C:18]([CH2:22][CH2:23][NH2:24])[CH:19]=[CH:20][CH:21]=1. (3) Given the product [NH:1]1[CH2:6][CH2:5][NH:4][C@@H:3]2[CH2:8][CH2:9][CH2:10][C@@H:2]12, predict the reactants needed to synthesize it. The reactants are: [NH:1]1[C:6](=O)[CH2:5][NH:4][C@@H:3]2[CH2:8][CH2:9][CH2:10][C@@H:2]12.[H-].[H-].[H-].[H-].[Li+].[Al+3]. (4) Given the product [Cl:22][C:23]1[C:24]([F:33])=[C:25]([S:29]([N:5]([CH2:1][CH:2]([CH3:4])[CH3:3])[CH2:6][C:7]2[S:8][C:9]([C:12]3[CH:17]=[CH:16][CH:15]=[C:14]([S:18]([CH3:21])(=[O:20])=[O:19])[CH:13]=3)=[CH:10][CH:11]=2)(=[O:31])=[O:30])[CH:26]=[CH:27][CH:28]=1, predict the reactants needed to synthesize it. The reactants are: [CH2:1]([NH:5][CH2:6][C:7]1[S:8][C:9]([C:12]2[CH:17]=[CH:16][CH:15]=[C:14]([S:18]([CH3:21])(=[O:20])=[O:19])[CH:13]=2)=[CH:10][CH:11]=1)[CH:2]([CH3:4])[CH3:3].[Cl:22][C:23]1[C:24]([F:33])=[C:25]([S:29](Cl)(=[O:31])=[O:30])[CH:26]=[CH:27][CH:28]=1.C(N(CC)C(C)C)(C)C. (5) Given the product [F:1][C:2]([F:35])([F:34])[C:3]1[CH:4]=[C:5]([C:13]([N:15]2[CH2:20][CH2:19][C@H:18]([C:21]3[CH:26]=[CH:25][C:24]([NH:40][CH2:39][CH2:38][O:37][CH3:36])=[CH:23][CH:22]=3)[C@H:17]([C:28]3[CH:33]=[CH:32][CH:31]=[CH:30][CH:29]=3)[CH2:16]2)=[O:14])[CH:6]=[C:7]([C:9]([F:12])([F:11])[F:10])[CH:8]=1, predict the reactants needed to synthesize it. The reactants are: [F:1][C:2]([F:35])([F:34])[C:3]1[CH:4]=[C:5]([C:13]([N:15]2[CH2:20][CH2:19][C@H:18]([C:21]3[CH:26]=[CH:25][C:24](Cl)=[CH:23][CH:22]=3)[C@H:17]([C:28]3[CH:33]=[CH:32][CH:31]=[CH:30][CH:29]=3)[CH2:16]2)=[O:14])[CH:6]=[C:7]([C:9]([F:12])([F:11])[F:10])[CH:8]=1.[CH3:36][O:37][CH2:38][CH2:39][NH2:40].C1(C2C=CC=CC=2)C=CC=CC=1P(C1CCCCC1)C1CCCCC1. (6) Given the product [OH:5][C:6]1[CH:7]=[C:8]([O:20][C:21]2[CH:22]=[CH:23][C:24]([S:27]([CH3:30])(=[O:29])=[O:28])=[CH:25][CH:26]=2)[CH:9]=[C:10]2[C:14]=1[NH:13][C:12]([C:15]([OH:17])=[O:16])=[CH:11]2, predict the reactants needed to synthesize it. The reactants are: CS([O:5][C:6]1[CH:7]=[C:8]([O:20][C:21]2[CH:26]=[CH:25][C:24]([S:27]([CH3:30])(=[O:29])=[O:28])=[CH:23][CH:22]=2)[CH:9]=[C:10]2[C:14]=1[NH:13][C:12]([C:15]([O:17]CC)=[O:16])=[CH:11]2)(=O)=O.O1CCCC1.CO.[OH-].[K+]. (7) Given the product [CH3:1][N:2]1[C:6](=[O:7])[O:5][N:4]=[C:3]1[CH2:8][CH2:9][C:10]1[CH:15]=[CH:14][CH:13]=[CH:12][CH:11]=1.[Na+:33].[Cl-:34], predict the reactants needed to synthesize it. The reactants are: [CH3:1][N:2]1[C:6](=[O:7])[O:5][N:4]=[C:3]1[CH2:8][CH2:9][C:10]1[CH:15]=[CH:14][CH:13]=[CH:12][CH:11]=1.CCCCCCCCCCCCOS([O-])(=O)=O.[Na+:33].[ClH:34]. (8) Given the product [Cl:22][CH2:23][C:24]([N:11]1[CH2:12][CH2:13][N:8]([C:5]2[CH:4]=[CH:3][C:2]([Cl:1])=[CH:7][CH:6]=2)[CH2:9][C@H:10]1[CH3:14])=[O:25], predict the reactants needed to synthesize it. The reactants are: [Cl:1][C:2]1[CH:7]=[CH:6][C:5]([N:8]2[CH2:13][CH2:12][NH:11][C@H:10]([CH3:14])[CH2:9]2)=[CH:4][CH:3]=1.CCN(CC)CC.[Cl:22][CH2:23][C:24](Cl)=[O:25].